This data is from Forward reaction prediction with 1.9M reactions from USPTO patents (1976-2016). The task is: Predict the product of the given reaction. (1) Given the reactants [CH2:1]([O:3][C:4](=[O:20])[C:5]([O:8][C:9]1[CH:18]=[C:17]([OH:19])[C:16]2[C:11](=[CH:12][CH:13]=[CH:14][CH:15]=2)[CH:10]=1)([CH3:7])[CH3:6])[CH3:2].[CH:21]1([C:24]2[C:29]([CH2:30][CH2:31]O)=[CH:28][N:27]=[C:26]([C:33]3[CH:38]=[CH:37][C:36]([C:39]([F:42])([F:41])[F:40])=[CH:35][CH:34]=3)[N:25]=2)[CH2:23][CH2:22]1, predict the reaction product. The product is: [CH2:1]([O:3][C:4](=[O:20])[C:5]([O:8][C:9]1[CH:18]=[C:17]([O:19][CH2:31][CH2:30][C:29]2[C:24]([CH:21]3[CH2:23][CH2:22]3)=[N:25][C:26]([C:33]3[CH:38]=[CH:37][C:36]([C:39]([F:42])([F:40])[F:41])=[CH:35][CH:34]=3)=[N:27][CH:28]=2)[C:16]2[C:11](=[CH:12][CH:13]=[CH:14][CH:15]=2)[CH:10]=1)([CH3:7])[CH3:6])[CH3:2]. (2) Given the reactants [CH3:1][CH:2]([C:7]1[CH:8]=[C:9]2[C:14](=[CH:15][CH:16]=1)[CH:13]=[C:12]([OH:17])[C:11]([S:18][CH3:19])=[CH:10]2)[CH2:3][CH2:4][CH2:5][CH3:6].N1C=CC=CC=1.[F:26][C:27]([F:40])([F:39])[S:28](O[S:28]([C:27]([F:40])([F:39])[F:26])(=[O:30])=[O:29])(=[O:30])=[O:29], predict the reaction product. The product is: [F:26][C:27]([F:40])([F:39])[S:28]([O:17][C:12]1[C:11]([S:18][CH3:19])=[CH:10][C:9]2[C:14](=[CH:15][CH:16]=[C:7]([CH:2]([CH3:1])[CH2:3][CH2:4][CH2:5][CH3:6])[CH:8]=2)[CH:13]=1)(=[O:30])=[O:29]. (3) The product is: [N:14]1[CH:15]=[CH:10][N:11]=[CH:12][C:13]=1[NH:9][S:1]([N:4]1[CH2:5][CH2:33][C:32]2[C:7](=[CH:28][CH:29]=[CH:30][C:31]=2[C:36]2[CH:41]=[CH:40][C:39]([C:42]([F:44])([F:45])[F:43])=[CH:38][C:37]=2[C:46]2[CH2:51][CH2:50][N:49]([C:52]([O:54][C:55]([CH3:58])([CH3:57])[CH3:56])=[O:53])[CH2:48][CH:47]=2)[CH2:8]1)(=[O:2])=[O:3]. Given the reactants [S:1]([N:9]1[CH:13]=[CH:12][N:11]=[CH:10]1)([N:4]1[CH:8]=[CH:7]N=[CH:5]1)(=[O:3])=[O:2].[N:14]1C=CN=C[C:15]=1N.S(Cl)(Cl)(=O)=O.C1C2[C:30](=[C:31]([C:36]3[CH:41]=[CH:40][C:39]([C:42]([F:45])([F:44])[F:43])=[CH:38][C:37]=3[C:46]3[CH2:51][CH2:50][N:49]([C:52]([O:54][C:55]([CH3:58])([CH3:57])[CH3:56])=[O:53])[CH2:48][CH:47]=3)[CH:32]=[CH:33]C=2)[CH2:29][CH2:28]N1.C(N(CC)CC)C, predict the reaction product. (4) Given the reactants [Cl:1][C:2]1[CH:9]=[CH:8][C:5]([CH2:6]Br)=[CH:4][CH:3]=1.C([O:12][C:13](=[O:31])[CH2:14][O:15][C:16]1[CH:21]=[CH:20][C:19]([Br:22])=[CH:18][C:17]=1/[CH:23]=[C:24]1/[C:25](=[O:30])[NH:26][C:27](=[O:29])[S:28]/1)C, predict the reaction product. The product is: [Br:22][C:19]1[CH:20]=[CH:21][C:16]([O:15][CH2:14][C:13]([OH:31])=[O:12])=[C:17]([CH2:23][CH:24]2[S:28][C:27](=[O:29])[N:26]([CH2:6][C:5]3[CH:8]=[CH:9][C:2]([Cl:1])=[CH:3][CH:4]=3)[C:25]2=[O:30])[CH:18]=1. (5) Given the reactants Cl[C:2]1[CH:16]=[C:15]([NH:17][CH:18]([CH3:20])[CH3:19])[C:5]([C:6]([NH:8][CH2:9][C@@H:10]([F:14])[CH2:11][O:12][CH3:13])=[O:7])=[CH:4][N:3]=1.[NH2:21][C:22]1[C:29]([F:30])=[CH:28][C:25]([C:26]#[N:27])=[CH:24][N:23]=1.C([O-])([O-])=O.[K+].[K+], predict the reaction product. The product is: [C:26]([C:25]1[CH:28]=[C:29]([F:30])[C:22]([NH:21][C:2]2[CH:16]=[C:15]([NH:17][CH:18]([CH3:20])[CH3:19])[C:5]([C:6]([NH:8][CH2:9][C@@H:10]([F:14])[CH2:11][O:12][CH3:13])=[O:7])=[CH:4][N:3]=2)=[N:23][CH:24]=1)#[N:27]. (6) Given the reactants [C:1]([CH2:3][C:4]([OH:6])=O)#[N:2].CN(C=O)C.C(Cl)(=O)C(Cl)=O.[Cl:18][C:19]1[CH:25]=[CH:24][CH:23]=[CH:22][C:20]=1[NH2:21], predict the reaction product. The product is: [Cl:18][C:19]1[CH:25]=[CH:24][CH:23]=[CH:22][C:20]=1[NH:21][C:4](=[O:6])[CH2:3][C:1]#[N:2]. (7) Given the reactants C[O:2][C:3](=O)[C:4]([C:7]1[CH:12]=[CH:11][C:10]([Br:13])=[CH:9][C:8]=1[N+:14]([O-])=O)([CH3:6])[CH3:5], predict the reaction product. The product is: [Br:13][C:10]1[CH:9]=[C:8]2[C:7]([C:4]([CH3:6])([CH3:5])[C:3](=[O:2])[NH:14]2)=[CH:12][CH:11]=1.